From a dataset of Forward reaction prediction with 1.9M reactions from USPTO patents (1976-2016). Predict the product of the given reaction. (1) Given the reactants N/C(/C#N)=C(\N[C:7]([NH:9][C:10]1[CH:15]=[CH:14][C:13]([O:16][CH3:17])=[CH:12][C:11]=1[F:18])=[O:8])/C#N.FC1C=C(OC)C=CC=1N.C(Cl)(=O)OC(Cl)(Cl)Cl.CCOC(C)=O, predict the reaction product. The product is: [F:18][C:11]1[CH:12]=[C:13]([O:16][CH3:17])[CH:14]=[CH:15][C:10]=1[N:9]=[C:7]=[O:8]. (2) Given the reactants Br[CH2:2][C:3]1[C:12]([N+:13]([O-:15])=[O:14])=[CH:11][CH:10]=[CH:9][C:4]=1[C:5]([O:7]C)=O.Cl.[NH2:17][CH:18]1[CH2:24][CH2:23][C:22](=[O:25])[NH:21][C:19]1=[O:20].C(N(CC)CC)C.O, predict the reaction product. The product is: [N+:13]([C:12]1[CH:11]=[CH:10][CH:9]=[C:4]2[C:3]=1[CH2:2][N:17]([CH:18]1[CH2:24][CH2:23][C:22](=[O:25])[NH:21][C:19]1=[O:20])[C:5]2=[O:7])([O-:15])=[O:14]. (3) The product is: [C:6]([OH:10])(=[O:9])[CH:7]=[CH2:8].[C:11]([O:15][CH2:16][OH:17])(=[O:14])[CH:12]=[CH2:13]. Given the reactants O1CCCC1.[C:6]([OH:10])(=[O:9])[CH:7]=[CH2:8].[C:11]([O:15][CH2:16][OH:17])(=[O:14])[CH:12]=[CH2:13], predict the reaction product.